From a dataset of Forward reaction prediction with 1.9M reactions from USPTO patents (1976-2016). Predict the product of the given reaction. (1) Given the reactants [Br:1][C:2]1[CH:3]=[C:4]([CH3:8])[CH:5]=[CH:6][CH:7]=1.[Br:9]N1C(=O)CCC1=O, predict the reaction product. The product is: [Br:1][C:2]1[CH:7]=[CH:6][CH:5]=[C:4]([CH2:8][Br:9])[CH:3]=1. (2) Given the reactants CC([NH:9][S:10](/[CH:13]=[CH:14]/[C:15]1[S:16][CH:17]=[CH:18][CH:19]=1)(=[O:12])=[O:11])(C)CC(C)(C)C.FC(F)(F)C(O)=O, predict the reaction product. The product is: [S:16]1[CH:17]=[CH:18][CH:19]=[C:15]1/[CH:14]=[CH:13]/[S:10]([NH2:9])(=[O:11])=[O:12].